Dataset: Reaction yield outcomes from USPTO patents with 853,638 reactions. Task: Predict the reaction yield, written as a fraction of the theoretical maximum amount of product (1.0 means a 100% yield; for example, 0.34 means a 34% yield). (1) The reactants are [Cl:1][C:2]1[CH:19]=[C:18]([F:20])[CH:17]=[CH:16][C:3]=1[C:4]([NH:6][C:7]1[CH:12]=[CH:11][CH:10]=[C:9]([N+:13]([O-])=O)[CH:8]=1)=[O:5].Cl.[OH-].[NH4+]. The catalyst is C(O)C. The product is [NH2:13][C:9]1[CH:8]=[C:7]([NH:6][C:4](=[O:5])[C:3]2[CH:16]=[CH:17][C:18]([F:20])=[CH:19][C:2]=2[Cl:1])[CH:12]=[CH:11][CH:10]=1. The yield is 0.690. (2) The reactants are [NH2:1][C:2]1[CH:3]=[C:4]([C:9]([C:11]2[CH:20]=[CH:19][CH:18]=[CH:17][C:12]=2[C:13]([O:15][CH3:16])=[O:14])=[O:10])[CH:5]=[CH:6][C:7]=1[NH2:8].[CH3:21][O:22][C:23]([N:25]=[C:26]=S)=[O:24].C1CCC(N=C=NC2CCCCC2)CC1. The catalyst is C(#N)C.C1C=CC=CC=1. The product is [CH3:21][O:22][C:23]([NH:25][C:26]1[NH:8][C:7]2[CH:6]=[CH:5][C:4]([C:9]([C:11]3[CH:20]=[CH:19][CH:18]=[CH:17][C:12]=3[C:13]([O:15][CH3:16])=[O:14])=[O:10])=[CH:3][C:2]=2[N:1]=1)=[O:24]. The yield is 0.710. (3) The reactants are S(O[CH:12]([C:14]1([C:20]([O:22][CH2:23][CH3:24])=[O:21])[CH2:19][O:18][CH2:17][O:16][CH2:15]1)[CH3:13])(C1C=CC(C)=CC=1)(=O)=O.C1CCN2C(=NCCC2)CC1. The catalyst is CCOCC. The product is [CH2:23]([O:22][C:20]([C:14]1([CH:12]=[CH2:13])[CH2:19][O:18][CH2:17][O:16][CH2:15]1)=[O:21])[CH3:24]. The yield is 0.330. (4) The reactants are [Br:1][C:2]1[CH:11]=[C:10]2[C:5]([CH:6]=[C:7]([OH:15])[C:8]([C:12]([OH:14])=[O:13])=[CH:9]2)=[CH:4][CH:3]=1.O.C([O-])(O)=O.[Na+].[CH3:22][CH2:23]O. The catalyst is S(=O)(=O)(O)O. The product is [CH2:22]([O:13][C:12]([C:8]1[C:7]([OH:15])=[CH:6][C:5]2[C:10](=[CH:11][C:2]([Br:1])=[CH:3][CH:4]=2)[CH:9]=1)=[O:14])[CH3:23]. The yield is 0.850. (5) The reactants are [CH:1]([O:4][C:5]([C:7]1[C:16]2[C:11](=[C:12](C(C)C)[CH:13]=[CH:14][CH:15]=2)[C:10]([C:20]([O:22][CH:23]([CH3:25])[CH3:24])=[O:21])=[C:9](C(C)C)[C:8]=1[Si](C)(C)C)=[O:6])([CH3:3])[CH3:2].[Br:33]N1C(=O)CCC1=O. The yield is 0.820. The catalyst is C(#N)C. The product is [CH:1]([O:4][C:5]([C:7]1[C:16]2[C:11](=[CH:12][CH:13]=[CH:14][CH:15]=2)[C:10]([C:20]([O:22][CH:23]([CH3:25])[CH3:24])=[O:21])=[CH:9][C:8]=1[Br:33])=[O:6])([CH3:3])[CH3:2]. (6) The product is [Cl:27][C:6]1[CH:5]=[CH:10][N:13]([C:15]2[CH:16]=[N:17][CH:18]=[CH:19][CH:20]=2)[N:14]=1. The reactants are C(N[C:5](=[CH2:10])[C:6](OC)=O)(=O)C.Cl.Cl.[NH:13]([C:15]1[CH:16]=[N:17][CH:18]=[CH:19][CH:20]=1)[NH2:14].[O-]CC.[Na+].P(Cl)(Cl)([Cl:27])=O. The catalyst is O.[OH-].[Na+].CO.ClCCl.C(O)C. The yield is 0.490. (7) The reactants are F[C:2]1[N:7]=[C:6]([C:8]2[C:16]3[C:11](=[CH:12][N:13]=[C:14]([C:17]4[CH:18]=[N:19][CH:20]=[CH:21][CH:22]=4)[CH:15]=3)[N:10]([CH2:23][O:24][CH2:25][CH2:26][Si:27]([CH3:30])([CH3:29])[CH3:28])[N:9]=2)[CH:5]=[CH:4][CH:3]=1.[NH:31]1[CH2:36][CH2:35][NH:34][CH2:33][C:32]1=[O:37]. The catalyst is N1C=CC=CC=1. The product is [N:19]1[CH:20]=[CH:21][CH:22]=[C:17]([C:14]2[CH:15]=[C:16]3[C:8]([C:6]4[N:7]=[C:2]([N:34]5[CH2:35][CH2:36][NH:31][C:32](=[O:37])[CH2:33]5)[CH:3]=[CH:4][CH:5]=4)=[N:9][N:10]([CH2:23][O:24][CH2:25][CH2:26][Si:27]([CH3:30])([CH3:29])[CH3:28])[C:11]3=[CH:12][N:13]=2)[CH:18]=1. The yield is 0.300.